This data is from Catalyst prediction with 721,799 reactions and 888 catalyst types from USPTO. The task is: Predict which catalyst facilitates the given reaction. (1) The catalyst class is: 32. Reactant: [CH3:1][CH:2]([C@H:4]([NH2:23])[C:5]([O:7][CH2:8][CH2:9][O:10][CH2:11][N:12]1[C:16]2[NH:17][C:18]([NH2:22])=[N:19][C:20](=[O:21])[C:15]=2[N:14]=[CH:13]1)=[O:6])[CH3:3].[ClH:24]. Product: [CH3:3][CH:2]([C@H:4]([NH2:23])[C:5]([O:7][CH2:8][CH2:9][O:10][CH2:11][N:12]1[C:16]2[NH:17][C:18]([NH2:22])=[N:19][C:20](=[O:21])[C:15]=2[N:14]=[CH:13]1)=[O:6])[CH3:1].[OH2:6].[ClH:24]. (2) Reactant: [H-].[Na+].[Br-].[OH:4][CH2:5][CH2:6][CH2:7][CH2:8][CH2:9][CH2:10][P+](C1C=CC=CC=1)(C1C=CC=CC=1)C1C=CC=CC=1.[CH3:30][C:31](=O)[CH2:32][CH2:33][CH2:34][CH2:35][CH2:36][CH2:37][CH2:38][CH2:39][CH3:40]. Product: [CH3:40][CH:39]([CH2:38][CH2:37][CH2:36][CH2:35][CH2:34][CH2:33][CH2:32][CH2:31][CH3:30])[CH2:10][CH2:9][CH2:8][CH2:7][CH:6]=[CH:5][OH:4]. The catalyst class is: 16.